From a dataset of Catalyst prediction with 721,799 reactions and 888 catalyst types from USPTO. Predict which catalyst facilitates the given reaction. (1) Reactant: C([Li])CCC.[Br:6][C:7]1[CH:8]=[N:9][CH:10]=[C:11]([Br:13])[CH:12]=1.[CH3:14][O:15]C=O. Product: [Br:6][C:7]1[CH:8]=[N:9][CH:10]=[C:11]([Br:13])[C:12]=1[CH:14]=[O:15]. The catalyst class is: 1. (2) Reactant: Cl.[N:2]1[C:11]2[C:6](=[CH:7][CH:8]=[CH:9][CH:10]=2)[CH:5]=[C:4]([NH:12][C:13]2[C:14]3[CH2:21][N:20](C(OC(C)(C)C)=O)[CH2:19][C:15]=3[N:16]=[CH:17][N:18]=2)[CH:3]=1. Product: [N:16]1[C:15]2[CH2:19][NH:20][CH2:21][C:14]=2[C:13]([NH:12][C:4]2[CH:3]=[N:2][C:11]3[C:6]([CH:5]=2)=[CH:7][CH:8]=[CH:9][CH:10]=3)=[N:18][CH:17]=1. The catalyst class is: 5. (3) Reactant: [NH2:1][CH2:2][CH2:3][CH2:4][CH2:5][C:6]1[N:7]([CH2:20][CH:21]([CH3:23])[CH3:22])[C:8]2[C:17]3[CH2:16][CH2:15][CH2:14][CH2:13][C:12]=3[N:11]=[C:10]([NH2:18])[C:9]=2[N:19]=1.[C:24]1([N:30]=[C:31]=[O:32])[CH:29]=[CH:28][CH:27]=[CH:26][CH:25]=1. Product: [NH2:18][C:10]1[C:9]2[N:19]=[C:6]([CH2:5][CH2:4][CH2:3][CH2:2][NH:1][C:31]([NH:30][C:24]3[CH:29]=[CH:28][CH:27]=[CH:26][CH:25]=3)=[O:32])[N:7]([CH2:20][CH:21]([CH3:23])[CH3:22])[C:8]=2[C:17]2[CH2:16][CH2:15][CH2:14][CH2:13][C:12]=2[N:11]=1. The catalyst class is: 4. (4) Reactant: [C:1]([O:5][C:6]([N:8]1[CH2:13][CH2:12][CH:11]([N:14]([CH3:27])[C:15]2[CH:20]=[C:19]([Cl:21])[N:18]=[C:17]([C:22]([O:24]C)=[O:23])[C:16]=2[Cl:26])[CH2:10][CH2:9]1)=[O:7])([CH3:4])([CH3:3])[CH3:2].[OH-].[Na+]. Product: [C:1]([O:5][C:6]([N:8]1[CH2:9][CH2:10][CH:11]([N:14]([CH3:27])[C:15]2[CH:20]=[C:19]([Cl:21])[N:18]=[C:17]([C:22]([OH:24])=[O:23])[C:16]=2[Cl:26])[CH2:12][CH2:13]1)=[O:7])([CH3:4])([CH3:3])[CH3:2]. The catalyst class is: 1. (5) Reactant: [N:1]1([CH2:7][CH2:8][NH:9][C:10]2[S:11][C:12]3[CH:18]=[C:17]([N+:19]([O-])=O)[CH:16]=[CH:15][C:13]=3[N:14]=2)[CH2:6][CH2:5][O:4][CH2:3][CH2:2]1.O.O.[Sn](Cl)Cl. The catalyst class is: 8. Product: [N:1]1([CH2:7][CH2:8][NH:9][C:10]2[S:11][C:12]3[CH:18]=[C:17]([NH2:19])[CH:16]=[CH:15][C:13]=3[N:14]=2)[CH2:6][CH2:5][O:4][CH2:3][CH2:2]1. (6) Reactant: [Br:1][C:2]1[CH:3]=[C:4]2[C:9](=[CH:10][CH:11]=1)[O:8][C:7]([C:12](N(OC)C)=[O:13])=[CH:6][C:5]2=[O:18].[CH3:19][Mg]Br. Product: [C:12]([C:7]1[O:8][C:9]2[C:4]([C:5](=[O:18])[CH:6]=1)=[CH:3][C:2]([Br:1])=[CH:11][CH:10]=2)(=[O:13])[CH3:19]. The catalyst class is: 1. (7) Reactant: C[O:2][C:3](=[O:22])[C:4]([CH3:21])=[CH:5][C:6]1[CH:11]=[CH:10][C:9]([O:12][CH2:13][C:14]2[CH:19]=[CH:18][CH:17]=[C:16]([F:20])[CH:15]=2)=[CH:8][CH:7]=1.[OH-].[K+]. Product: [F:20][C:16]1[CH:15]=[C:14]([CH:19]=[CH:18][CH:17]=1)[CH2:13][O:12][C:9]1[CH:8]=[CH:7][C:6]([CH:5]=[C:4]([CH3:21])[C:3]([OH:22])=[O:2])=[CH:11][CH:10]=1. The catalyst class is: 5.